Dataset: Full USPTO retrosynthesis dataset with 1.9M reactions from patents (1976-2016). Task: Predict the reactants needed to synthesize the given product. (1) Given the product [ClH:10].[Cl:10][C:9]1[N:8]([CH3:11])[N:7]=[C:6]([CH3:12])[C:5]=1[CH2:4][NH2:1], predict the reactants needed to synthesize it. The reactants are: [N:1]([CH2:4][C:5]1[C:6]([CH3:12])=[N:7][N:8]([CH3:11])[C:9]=1[Cl:10])=[N+]=[N-].C1C=CC(P(C2C=CC=CC=2)C2C=CC=CC=2)=CC=1.O.[NH4+].[OH-]. (2) The reactants are: Br[C:2]1[CH:3]=[C:4]([CH:9]=[C:10](Br)[C:11]=1[O:12][C:13]([F:16])([F:15])[F:14])[C:5]([O:7][CH3:8])=[O:6].C([O-])([O-])=O.[Cs+].[Cs+].[CH:24]1([B-](F)(F)F)[CH2:26][CH2:25]1.[K+].[C:32]1([CH3:38])C=CC=C[CH:33]=1. Given the product [CH:24]1([C:2]2[CH:3]=[C:4]([CH:9]=[C:10]([CH:38]3[CH2:32][CH2:33]3)[C:11]=2[O:12][C:13]([F:16])([F:15])[F:14])[C:5]([O:7][CH3:8])=[O:6])[CH2:26][CH2:25]1, predict the reactants needed to synthesize it. (3) Given the product [CH3:3][CH2:2][CH2:1][CH2:5][CH2:3][CH2:2][CH2:1][CH2:5][CH2:3][CH2:2][CH2:1][CH3:5], predict the reactants needed to synthesize it. The reactants are: [CH2:1]1[CH2:5]O[CH2:3][CH2:2]1.C(O)=O.OS(O)(=O)=O. (4) Given the product [CH3:4][C:2]([O:5][C:6]([N:8]([CH:23]([CH3:27])[CH3:24])[C@H:9]([C:15]([OH:17])=[O:16])[CH2:10][OH:11])=[O:7])([CH3:1])[CH3:3], predict the reactants needed to synthesize it. The reactants are: [CH3:1][C:2]([O:5][C:6]([NH:8][C@H:9]([C:15]([O:17]C)=[O:16])[CH2:10][O:11]C(C)C)=[O:7])([CH3:4])[CH3:3].O.[OH-].[Na+].Cl.[CH2:23]1[CH2:27]OC[CH2:24]1. (5) Given the product [C:24]([C:28]1[N:29]=[C:30]([NH:33][C:8](=[O:10])[C:7]2[CH:11]=[CH:12][N:13]=[C:5]([NH:4][C:1](=[O:3])[CH3:2])[CH:6]=2)[S:31][CH:32]=1)([CH3:27])([CH3:26])[CH3:25], predict the reactants needed to synthesize it. The reactants are: [C:1]([NH:4][C:5]1[CH:6]=[C:7]([CH:11]=[CH:12][N:13]=1)[C:8]([OH:10])=O)(=[O:3])[CH3:2].S(Cl)(Cl)=O.N1C=CC=CC=1.[C:24]([C:28]1[N:29]=[C:30]([NH2:33])[S:31][CH:32]=1)([CH3:27])([CH3:26])[CH3:25]. (6) Given the product [Cl:1][C:2]1[CH:3]=[CH:4][C:5]([CH2:6][N:7]2[C:15]3[C:14](=[O:16])[N:13]([CH2:42][C:39]4([CH2:38][OH:37])[CH2:41][CH2:40]4)[C:12](=[O:17])[N:11]([CH3:18])[C:10]=3[N:9]=[C:8]2[O:19][C:20]2[CH:25]=[CH:24][CH:23]=[C:22]([O:26][C:27]([F:30])([F:28])[F:29])[CH:21]=2)=[CH:31][CH:32]=1, predict the reactants needed to synthesize it. The reactants are: [Cl:1][C:2]1[CH:32]=[CH:31][C:5]([CH2:6][N:7]2[C:15]3[C:14](=[O:16])[NH:13][C:12](=[O:17])[N:11]([CH3:18])[C:10]=3[N:9]=[C:8]2[O:19][C:20]2[CH:25]=[CH:24][CH:23]=[C:22]([O:26][C:27]([F:30])([F:29])[F:28])[CH:21]=2)=[CH:4][CH:3]=1.CS([O:37][CH2:38][C:39]1([CH2:42]O)[CH2:41][CH2:40]1)(=O)=O.C(=O)([O-])[O-].[K+].[K+].